Dataset: Catalyst prediction with 721,799 reactions and 888 catalyst types from USPTO. Task: Predict which catalyst facilitates the given reaction. (1) Reactant: C([O:4][C:5](=[O:26])[C:6]1[CH:11]=[CH:10][C:9]([CH:12]2[CH2:15][O:14][CH2:13]2)=[C:8]([O:16][CH2:17][CH2:18][C:19]2[CH:20]=[C:21]([CH3:25])[CH:22]=[CH:23][CH:24]=2)[CH:7]=1)(C)C.[OH-].[Na+]. The catalyst class is: 5. Product: [O:14]1[CH2:15][CH:12]([C:9]2[CH:10]=[CH:11][C:6]([C:5]([OH:26])=[O:4])=[CH:7][C:8]=2[O:16][CH2:17][CH2:18][C:19]2[CH:20]=[C:21]([CH3:25])[CH:22]=[CH:23][CH:24]=2)[CH2:13]1. (2) Reactant: C1C(=O)N([Br:8])C(=O)C1.[NH2:9][C:10]1[CH:11]=[CH:12][CH:13]=[C:14]2[C:18]=1[C:17](=[O:19])[N:16]([CH3:20])[CH2:15]2.S([O-])([O-])(=O)=S.[Na+].[Na+]. Product: [NH2:9][C:10]1[CH:11]=[CH:12][C:13]([Br:8])=[C:14]2[C:18]=1[C:17](=[O:19])[N:16]([CH3:20])[CH2:15]2. The catalyst class is: 2. (3) Reactant: [S:1]1[CH:5]=[CH:4][CH:3]=[C:2]1[CH:6]([OH:10])[CH2:7][C:8]#[N:9].B. Product: [S:1]1[CH:5]=[CH:4][CH:3]=[C:2]1[CH:6]([OH:10])[CH2:7][CH2:8][NH2:9]. The catalyst class is: 1. (4) Reactant: Cl.[NH2:2]O.C(=O)(O)[O-].[Na+].[N:9]1[CH:17]=[C:16]2[C:12]([N:13]=[CH:14][NH:15]2)=[N:11][C:10]=1[C:18]#[N:19]. Product: [N:9]1[CH:17]=[C:16]2[C:12]([N:13]=[CH:14][NH:15]2)=[N:11][C:10]=1[C:18](=[NH:2])[NH2:19]. The catalyst class is: 40. (5) Reactant: [CH2:1]([O:5][C:6]1[C:15]2[C:10](=[CH:11][CH:12]=[C:13](/[CH:16]=[CH:17]/[C:18]([O:20]CC)=[O:19])[CH:14]=2)[C:9](=[O:23])[N:8]([CH2:24][C:25]([CH3:28])([CH3:27])[CH3:26])[C:7]=1[CH2:29][NH:30][C:31]([O:33][C:34]([CH3:37])([CH3:36])[CH3:35])=[O:32])[CH2:2][CH2:3][CH3:4].[OH-].[Na+].O.Cl. Product: [CH2:1]([O:5][C:6]1[C:15]2[C:10](=[CH:11][CH:12]=[C:13](/[CH:16]=[CH:17]/[C:18]([OH:20])=[O:19])[CH:14]=2)[C:9](=[O:23])[N:8]([CH2:24][C:25]([CH3:28])([CH3:27])[CH3:26])[C:7]=1[CH2:29][NH:30][C:31]([O:33][C:34]([CH3:35])([CH3:37])[CH3:36])=[O:32])[CH2:2][CH2:3][CH3:4]. The catalyst class is: 214. (6) Reactant: [NH2:1][C:2]1[CH:7]=[C:6]([N:8]2[CH2:12][CH2:11][CH2:10][S:9]2(=[O:14])=[O:13])[CH:5]=[CH:4][C:3]=1[C:15]([N:17]1[CH2:22][CH2:21][N:20]([C:23]2[CH:28]=[CH:27][C:26]([CH3:29])=[CH:25][C:24]=2[CH3:30])[CH2:19][CH2:18]1)=[O:16].C(N(CC)CC)C.[C:38](Cl)(=[O:40])[CH3:39].O. Product: [CH3:30][C:24]1[CH:25]=[C:26]([CH3:29])[CH:27]=[CH:28][C:23]=1[N:20]1[CH2:21][CH2:22][N:17]([C:15]([C:3]2[CH:4]=[CH:5][C:6]([N:8]3[CH2:12][CH2:11][CH2:10][S:9]3(=[O:14])=[O:13])=[CH:7][C:2]=2[NH:1][C:38](=[O:40])[CH3:39])=[O:16])[CH2:18][CH2:19]1. The catalyst class is: 4. (7) Reactant: CO[C:3](=[O:14])[C:4]1[C:9]([CH3:10])=[CH:8][C:7]([Br:11])=[CH:6][C:5]=1[CH2:12]Br.[O:15]([C:22]1[CH:29]=[CH:28][C:25]([CH2:26][NH2:27])=[CH:24][CH:23]=1)[C:16]1[CH:21]=[CH:20][CH:19]=[CH:18][CH:17]=1.C([O-])([O-])=O.[K+].[K+]. Product: [Br:11][C:7]1[CH:6]=[C:5]2[C:4](=[C:9]([CH3:10])[CH:8]=1)[C:3](=[O:14])[N:27]([CH2:26][C:25]1[CH:28]=[CH:29][C:22]([O:15][C:16]3[CH:17]=[CH:18][CH:19]=[CH:20][CH:21]=3)=[CH:23][CH:24]=1)[CH2:12]2. The catalyst class is: 11. (8) Reactant: [CH2:1]([C@@H:3]([CH2:6][O:7][CH2:8][C:9]1[CH:14]=[CH:13][CH:12]=[CH:11][CH:10]=1)[CH2:4][OH:5])[CH3:2].[S:15](Cl)([C:18]1[CH:24]=[CH:23][C:21]([CH3:22])=[CH:20][CH:19]=1)(=[O:17])=[O:16].N1C=CC=CC=1.C(O)(=O)CC(CC(O)=O)(C(O)=O)O. Product: [C:21]1([CH3:22])[CH:23]=[CH:24][C:18]([S:15]([O:5][CH2:4][C@@H:3]([CH2:1][CH3:2])[CH2:6][O:7][CH2:8][C:9]2[CH:14]=[CH:13][CH:12]=[CH:11][CH:10]=2)(=[O:17])=[O:16])=[CH:19][CH:20]=1. The catalyst class is: 119. (9) Reactant: [Br:1][C:2]1[CH:11]=[CH:10][C:5]([C:6]([O:8]C)=[O:7])=[C:4]([O:12][CH3:13])[CH:3]=1.[OH-].[K+].Cl.O. Product: [Br:1][C:2]1[CH:11]=[CH:10][C:5]([C:6]([OH:8])=[O:7])=[C:4]([O:12][CH3:13])[CH:3]=1. The catalyst class is: 5.